Dataset: Merck oncology drug combination screen with 23,052 pairs across 39 cell lines. Task: Regression. Given two drug SMILES strings and cell line genomic features, predict the synergy score measuring deviation from expected non-interaction effect. (1) Drug 1: CN1C(=O)C=CC2(C)C3CCC4(C)C(NC(=O)OCC(F)(F)F)CCC4C3CCC12. Drug 2: CCc1c2c(nc3ccc(O)cc13)-c1cc3c(c(=O)n1C2)COC(=O)C3(O)CC. Cell line: NCIH460. Synergy scores: synergy=-1.82. (2) Synergy scores: synergy=37.4. Drug 2: NC1(c2ccc(-c3nc4ccn5c(=O)[nH]nc5c4cc3-c3ccccc3)cc2)CCC1. Drug 1: O=C(CCCCCCC(=O)Nc1ccccc1)NO. Cell line: LNCAP. (3) Drug 1: O=C(CCCCCCC(=O)Nc1ccccc1)NO. Drug 2: COC1=C2CC(C)CC(OC)C(O)C(C)C=C(C)C(OC(N)=O)C(OC)C=CC=C(C)C(=O)NC(=CC1=O)C2=O. Cell line: MDAMB436. Synergy scores: synergy=16.0. (4) Drug 1: O=S1(=O)NC2(CN1CC(F)(F)F)C1CCC2Cc2cc(C=CCN3CCC(C(F)(F)F)CC3)ccc2C1. Drug 2: O=C(NOCC(O)CO)c1ccc(F)c(F)c1Nc1ccc(I)cc1F. Cell line: T47D. Synergy scores: synergy=28.2. (5) Drug 1: CCC1(O)CC2CN(CCc3c([nH]c4ccccc34)C(C(=O)OC)(c3cc4c(cc3OC)N(C)C3C(O)(C(=O)OC)C(OC(C)=O)C5(CC)C=CCN6CCC43C65)C2)C1. Drug 2: NC1(c2ccc(-c3nc4ccn5c(=O)[nH]nc5c4cc3-c3ccccc3)cc2)CCC1. Cell line: UWB1289. Synergy scores: synergy=-16.3. (6) Drug 1: N#Cc1ccc(Cn2cncc2CN2CCN(c3cccc(Cl)c3)C(=O)C2)cc1. Drug 2: CC(C)CC(NC(=O)C(Cc1ccccc1)NC(=O)c1cnccn1)B(O)O. Cell line: OV90. Synergy scores: synergy=3.01. (7) Drug 1: NC1(c2ccc(-c3nc4ccn5c(=O)[nH]nc5c4cc3-c3ccccc3)cc2)CCC1. Drug 2: CC(C)CC(NC(=O)C(Cc1ccccc1)NC(=O)c1cnccn1)B(O)O. Cell line: SW620. Synergy scores: synergy=8.20. (8) Drug 1: O=S1(=O)NC2(CN1CC(F)(F)F)C1CCC2Cc2cc(C=CCN3CCC(C(F)(F)F)CC3)ccc2C1. Drug 2: Cc1nc(Nc2ncc(C(=O)Nc3c(C)cccc3Cl)s2)cc(N2CCN(CCO)CC2)n1. Cell line: UACC62. Synergy scores: synergy=9.87.